This data is from Forward reaction prediction with 1.9M reactions from USPTO patents (1976-2016). The task is: Predict the product of the given reaction. (1) Given the reactants C1CCC(N=C=NC2CCCCC2)CC1.CCN(C(C)C)C(C)C.[NH:25]1[C:33]2[C:28](=[CH:29][CH:30]=[CH:31][CH:32]=2)[C:27](/[CH:34]=[CH:35]/[C:36]([OH:38])=O)=[CH:26]1.[NH2:39][C:40]1[CH:41]=[C:42]([CH:47]=[CH:48][C:49]=1[OH:50])[C:43]([NH:45][CH3:46])=[O:44], predict the reaction product. The product is: [NH:25]1[C:33]2[C:28](=[CH:29][CH:30]=[CH:31][CH:32]=2)[C:27]([CH:34]=[CH:35][C:36]([NH:39][C:40]2[CH:41]=[C:42]([CH:47]=[CH:48][C:49]=2[OH:50])[C:43]([NH:45][CH3:46])=[O:44])=[O:38])=[CH:26]1. (2) Given the reactants [C:1]1([CH3:12])[CH:6]=[CH:5][C:4]([S:7]([C:10]#[CH:11])(=[O:9])=[O:8])=[CH:3][CH:2]=1.[CH2:13]=[CH:14][CH:15]=[CH2:16], predict the reaction product. The product is: [C:10]1([S:7]([C:4]2[CH:5]=[CH:6][C:1]([CH3:12])=[CH:2][CH:3]=2)(=[O:9])=[O:8])[CH2:16][CH:15]=[CH:14][CH2:13][CH:11]=1. (3) Given the reactants [F:1][C:2]1[C:3]([C:32]([F:35])([F:34])[F:33])=[C:4]([CH:8]2[CH2:13][CH2:12][N:11]([C:14]([C:16]3[C:24]4[CH2:23][CH2:22][N:21](C(OC(C)(C)C)=O)[CH2:20][C:19]=4[NH:18][N:17]=3)=[O:15])[CH2:10][CH2:9]2)[CH:5]=[CH:6][CH:7]=1.[ClH:36], predict the reaction product. The product is: [ClH:36].[F:1][C:2]1[C:3]([C:32]([F:35])([F:33])[F:34])=[C:4]([CH:8]2[CH2:9][CH2:10][N:11]([C:14]([C:16]3[C:24]4[CH2:23][CH2:22][NH:21][CH2:20][C:19]=4[NH:18][N:17]=3)=[O:15])[CH2:12][CH2:13]2)[CH:5]=[CH:6][CH:7]=1. (4) Given the reactants [C:1]1([C:7]2[NH:11][N:10]=[C:9]([C:12]([NH:14][CH2:15][CH2:16][CH2:17][NH:18][C:19](=O)OC(C)(C)C)=[O:13])[CH:8]=2)[CH:6]=[CH:5][CH:4]=[CH:3][CH:2]=1.[C:26]([OH:32])([C:28]([F:31])([F:30])[F:29])=[O:27], predict the reaction product. The product is: [F:29][C:28]([F:31])([F:30])[C:26]([OH:32])=[O:27].[C:1]1([C:7]2[NH:11][N:10]=[C:9]([C:12]([NH:14][CH2:15][CH2:16][CH2:17][NH:18][CH2:19][C:28]3[CH:26]=[CH:7][CH:8]=[CH:9][N:10]=3)=[O:13])[CH:8]=2)[CH:2]=[CH:3][CH:4]=[CH:5][CH:6]=1. (5) The product is: [C:24]([NH:13][C:12]1[CH:11]=[CH:10][C:9]([O:16][C:33](=[O:35])[CH3:34])=[CH:8][C:7]=1[O:6][CH2:5][C:2]1([CH3:1])[CH2:4][O:3]1)(=[O:26])[CH3:25]. Given the reactants [CH3:1][C:2]1([CH2:5][O:6][C:7]2[CH:8]=[C:9]([OH:16])[CH:10]=[CH:11][C:12]=2[N+:13]([O-])=O)[CH2:4][O:3]1.C(N(CC)CC)C.[C:24](OC(=O)C)(=[O:26])[CH3:25].[H][H].[C:33](OC(C)C)(=[O:35])[CH3:34], predict the reaction product. (6) The product is: [C:1]([O:4][CH2:5][C@@H:6]1[C@@H:11]([OH:12])[C@H:10]([CH:20]([OH:60])[C@@H:21]2[C@@H:26]([OH:27])[C@@H:25]([OH:35])[C@H:24]([OH:43])[C@@H:23]([CH2:51][OH:52])[O:22]2)[C@H:9]([OH:61])[C@@H:8]([O:69][C:70]2[CH:75]=[CH:74][C:73]([C:76]3[CH:81]=[CH:80][CH:79]=[C:78]([C:82](=[O:85])[NH:83][CH3:84])[CH:77]=3)=[CH:72][CH:71]=2)[O:7]1)(=[O:3])[CH3:2]. Given the reactants [C:1]([O:4][CH2:5][C@@H:6]1[C@@H:11]([O:12]CC2C=CC=CC=2)[C@H:10]([CH:20]([OH:60])[C@@H:21]2[C@@H:26]([O:27]CC3C=CC=CC=3)[C@@H:25]([O:35]CC3C=CC=CC=3)[C@H:24]([O:43]CC3C=CC=CC=3)[C@@H:23]([CH2:51][O:52]CC3C=CC=CC=3)[O:22]2)[C@H:9]([O:61]CC2C=CC=CC=2)[C@@H:8]([O:69][C:70]2[CH:75]=[CH:74][C:73]([C:76]3[CH:81]=[CH:80][CH:79]=[C:78]([C:82](=[O:85])[NH:83][CH3:84])[CH:77]=3)=[CH:72][CH:71]=2)[O:7]1)(=[O:3])[CH3:2], predict the reaction product.